Dataset: Full USPTO retrosynthesis dataset with 1.9M reactions from patents (1976-2016). Task: Predict the reactants needed to synthesize the given product. Given the product [F:32][C:2]([F:1])([F:33])[C:3]1[CH:4]=[CH:5][C:6]([C:9]2[CH:10]=[C:11]([CH:29]=[CH:30][CH:31]=2)[CH2:12][O:13][C:14]2[CH:23]=[C:22]3[C:17]([CH:18]([CH2:24][C:25]([OH:27])=[O:26])[CH2:19][O:20][CH2:21]3)=[CH:16][CH:15]=2)=[CH:7][CH:8]=1, predict the reactants needed to synthesize it. The reactants are: [F:1][C:2]([F:33])([F:32])[C:3]1[CH:8]=[CH:7][C:6]([C:9]2[CH:10]=[C:11]([CH:29]=[CH:30][CH:31]=2)[CH2:12][O:13][C:14]2[CH:23]=[C:22]3[C:17]([CH:18]([CH2:24][C:25]([O:27]C)=[O:26])[CH2:19][O:20][CH2:21]3)=[CH:16][CH:15]=2)=[CH:5][CH:4]=1.[OH-].[Na+].